This data is from Reaction yield outcomes from USPTO patents with 853,638 reactions. The task is: Predict the reaction yield, written as a fraction of the theoretical maximum amount of product (1.0 means a 100% yield; for example, 0.34 means a 34% yield). (1) The reactants are [OH-:1].[Na+].[OH:3][C:4]1[CH:11]=[CH:10][C:9]([O:12][C:13]([F:16])([F:15])[F:14])=[CH:8][C:5]=1[CH:6]=[O:7]. The catalyst is O.[N+]([O-])([O-])=O.[Ag+]. The product is [OH:3][C:4]1[CH:11]=[CH:10][C:9]([O:12][C:13]([F:14])([F:15])[F:16])=[CH:8][C:5]=1[C:6]([OH:1])=[O:7]. The yield is 0.910. (2) The reactants are [CH3:1][N:2]1[CH2:7][CH2:6][NH:5][CH2:4][CH2:3]1.[C:8]([C:12]1[CH:16]=[C:15]([NH:17][C:18]([NH:20][C@@H:21]2[C:30]3[C:25](=[CH:26][CH:27]=[CH:28][CH:29]=3)[C@H:24]([O:31][C:32]3[CH:33]=[CH:34][C:35]4[N:36]([C:38]([N:41]5[C@H:46]([CH3:47])[CH2:45][CH2:44][CH2:43][C@@H:42]5[CH3:48])=[N:39][N:40]=4)[CH:37]=3)[CH2:23][CH2:22]2)=[O:19])[N:14]([C:49]2[CH:50]=[C:51]([CH:60]=[CH:61][CH:62]=2)[O:52][CH2:53][CH2:54]OS(C)(=O)=O)[N:13]=1)([CH3:11])([CH3:10])[CH3:9]. The catalyst is C1COCC1. The product is [C:8]([C:12]1[CH:16]=[C:15]([NH:17][C:18]([NH:20][C@@H:21]2[C:30]3[C:25](=[CH:26][CH:27]=[CH:28][CH:29]=3)[C@H:24]([O:31][C:32]3[CH:33]=[CH:34][C:35]4[N:36]([C:38]([N:41]5[C@H:42]([CH3:48])[CH2:43][CH2:44][CH2:45][C@@H:46]5[CH3:47])=[N:39][N:40]=4)[CH:37]=3)[CH2:23][CH2:22]2)=[O:19])[N:14]([C:49]2[CH:62]=[CH:61][CH:60]=[C:51]([O:52][CH2:53][CH2:54][N:5]3[CH2:6][CH2:7][N:2]([CH3:1])[CH2:3][CH2:4]3)[CH:50]=2)[N:13]=1)([CH3:10])([CH3:11])[CH3:9]. The yield is 0.380. (3) The reactants are [N:1]([CH:4]([C:47]1[CH:52]=[CH:51][C:50]([O:53][CH2:54][CH2:55][CH2:56][CH2:57][CH2:58][CH2:59][CH2:60][CH2:61][CH2:62][CH2:63][CH2:64][CH2:65][O:66][CH2:67][CH2:68][CH2:69][CH2:70][CH2:71][CH2:72][CH2:73][CH2:74][CH2:75][CH2:76][CH2:77][CH2:78][CH2:79][CH2:80][CH2:81][CH2:82][CH2:83][CH2:84][CH2:85][CH2:86][CH2:87][CH3:88])=[CH:49][CH:48]=1)[C:5]1[CH:10]=[CH:9][C:8]([O:11][CH2:12][CH2:13][CH2:14][CH2:15][CH2:16][CH2:17][CH2:18][CH2:19][CH2:20][CH2:21][CH2:22][CH2:23][O:24][CH2:25][CH2:26][CH2:27][CH2:28][CH2:29][CH2:30][CH2:31][CH2:32][CH2:33][CH2:34][CH2:35][CH2:36][CH2:37][CH2:38][CH2:39][CH2:40][CH2:41][CH2:42][CH2:43][CH2:44][CH2:45][CH3:46])=[CH:7][CH:6]=1)=[N+]=[N-].C1(P(C2C=CC=CC=2)C2C=CC=CC=2)C=CC=CC=1.C(=O)([O-])O.[Na+]. The catalyst is C1(C)C=CC=CC=1.O. The product is [NH2:1][CH:4]([C:47]1[CH:48]=[CH:49][C:50]([O:53][CH2:54][CH2:55][CH2:56][CH2:57][CH2:58][CH2:59][CH2:60][CH2:61][CH2:62][CH2:63][CH2:64][CH2:65][O:66][CH2:67][CH2:68][CH2:69][CH2:70][CH2:71][CH2:72][CH2:73][CH2:74][CH2:75][CH2:76][CH2:77][CH2:78][CH2:79][CH2:80][CH2:81][CH2:82][CH2:83][CH2:84][CH2:85][CH2:86][CH2:87][CH3:88])=[CH:51][CH:52]=1)[C:5]1[CH:10]=[CH:9][C:8]([O:11][CH2:12][CH2:13][CH2:14][CH2:15][CH2:16][CH2:17][CH2:18][CH2:19][CH2:20][CH2:21][CH2:22][CH2:23][O:24][CH2:25][CH2:26][CH2:27][CH2:28][CH2:29][CH2:30][CH2:31][CH2:32][CH2:33][CH2:34][CH2:35][CH2:36][CH2:37][CH2:38][CH2:39][CH2:40][CH2:41][CH2:42][CH2:43][CH2:44][CH2:45][CH3:46])=[CH:7][CH:6]=1. The yield is 0.620. (4) The reactants are [Cl:1][C:2]1[CH:3]=[CH:4][C:5]2[C:11](=[O:12])[CH2:10][CH2:9][CH2:8][CH:7]([OH:13])[C:6]=2[CH:14]=1.N1C=CN=C1.[Si:20](Cl)([C:23]([CH3:26])([CH3:25])[CH3:24])([CH3:22])[CH3:21]. The catalyst is C(Cl)Cl. The product is [Si:20]([O:13][CH:7]1[C:6]2[CH:14]=[C:2]([Cl:1])[CH:3]=[CH:4][C:5]=2[C:11](=[O:12])[CH2:10][CH2:9][CH2:8]1)([C:23]([CH3:26])([CH3:25])[CH3:24])([CH3:22])[CH3:21]. The yield is 0.900. (5) The reactants are Br[C:2]1[C:3]([NH:9][CH2:10][C:11]([O:13]CC)=O)=[N:4][CH:5]=[C:6]([Br:8])[N:7]=1.[CH3:16][O:17][C@H:18]1[CH2:23][CH2:22][C@H:21]([CH2:24][NH2:25])[CH2:20][CH2:19]1.C(N(C(C)C)CC)(C)C.O. The catalyst is CS(C)=O. The product is [Br:8][C:6]1[N:7]=[C:2]2[N:25]([CH2:24][C@H:21]3[CH2:22][CH2:23][C@H:18]([O:17][CH3:16])[CH2:19][CH2:20]3)[C:11](=[O:13])[CH2:10][NH:9][C:3]2=[N:4][CH:5]=1. The yield is 0.760. (6) The reactants are Br[C:2]1[CH:3]=[C:4]2[C:9](=[CH:10][CH:11]=1)[CH:8]=[C:7]([C:12]1[C:13]3[C:18]([C:19]4C=CC=C[C:24]=4[CH:25]=1)=[CH:17][CH:16]=[CH:15][CH:14]=3)[CH:6]=[CH:5]2.[CH2:26]([Li])[CH2:27][CH2:28][CH3:29].[B:31](OC(C)C)([O:36]C(C)C)[O:32]C(C)C.Cl. The catalyst is CCCCCC.C(OCC)C.C1(C)C=CC=CC=1. The product is [CH:26]1[C:24]2[CH:25]=[C:12]([C:7]3[CH:6]=[CH:5][C:4]4[C:9](=[CH:10][CH:11]=[C:2]([B:31]([OH:36])[OH:32])[CH:3]=4)[CH:8]=3)[C:13]3[C:14](=[CH:15][CH:16]=[CH:17][CH:18]=3)[C:19]=2[CH:29]=[CH:28][CH:27]=1. The yield is 0.580.